From a dataset of Reaction yield outcomes from USPTO patents with 853,638 reactions. Predict the reaction yield, written as a fraction of the theoretical maximum amount of product (1.0 means a 100% yield; for example, 0.34 means a 34% yield). (1) The reactants are [C:1]1([N:7]2[C:11]([CH2:12][CH:13]([CH3:19])[C:14]([O:16]CC)=[O:15])=[CH:10][CH:9]=[C:8]2[CH3:20])[CH:6]=[CH:5][CH:4]=[CH:3][CH:2]=1.Cl.[CH3:22][CH2:23]CCC. The catalyst is CCOCC. The product is [CH2:22]([C:13]([CH3:19])([CH2:12][C:11]1[N:7]([C:1]2[CH:2]=[CH:3][CH:4]=[CH:5][CH:6]=2)[C:8]([CH3:20])=[CH:9][CH:10]=1)[C:14]([OH:16])=[O:15])[CH3:23]. The yield is 0.847. (2) The product is [CH3:1][C:2]1[CH:8]=[C:7]([C:13]([OH:14])([C:15]([F:18])([F:17])[F:16])[C:12]([F:20])([F:19])[F:11])[CH:6]=[C:5]([CH3:9])[C:3]=1[NH2:4]. The yield is 0.690. The reactants are [CH3:1][C:2]1[CH:8]=[CH:7][CH:6]=[C:5]([CH3:9])[C:3]=1[NH2:4].O.[F:11][C:12]([F:20])([F:19])[C:13]([C:15]([F:18])([F:17])[F:16])=[O:14].[OH-].[Na+]. The catalyst is O.C1(C)C=CC(S(O)(=O)=O)=CC=1.C(OCC)(=O)C. (3) The reactants are [CH3:1][CH:2]([CH3:9])[C:3]([O:5][CH2:6][CH2:7]Cl)=[O:4].[C:10]([OH:17])(=[O:16])/[CH:11]=[CH:12]/[C:13]([OH:15])=[O:14]. The catalyst is CN1CCCC1=O. The product is [CH3:1][CH:2]([CH3:9])[C:3]([O:5][CH2:6][CH2:7][O:15][C:13](/[CH:12]=[CH:11]/[C:10]([OH:17])=[O:16])=[O:14])=[O:4]. The yield is 0.120. (4) The reactants are [CH3:1][O:2][C:3](=[O:18])[CH2:4][N:5]1[CH2:10][CH2:9][N:8]([C:11]([O:13][C:14]([CH3:17])([CH3:16])[CH3:15])=[O:12])[CH2:7][CH2:6]1.[N+:19]([C:22]1[CH:29]=[CH:28][CH:27]=[CH:26][C:23]=1[CH2:24]Br)([O-:21])=[O:20].COC(=O)C(C1CCN(C(OC(C)(C)C)=O)CC1)CC1C=CC=CC=1[N+]([O-])=O. No catalyst specified. The product is [CH3:1][O:2][C:3](=[O:18])[CH:4]([N:5]1[CH2:10][CH2:9][N:8]([C:11]([O:13][C:14]([CH3:15])([CH3:17])[CH3:16])=[O:12])[CH2:7][CH2:6]1)[CH2:24][C:23]1[CH:26]=[CH:27][CH:28]=[CH:29][C:22]=1[N+:19]([O-:21])=[O:20]. The yield is 0.510. (5) The reactants are [CH2:1]([O:3][C:4](=[O:17])[CH2:5][C:6]1[C:7]2[CH:14]=[CH:13][C:12]([O:15]C)=[CH:11][C:8]=2[S:9][CH:10]=1)[CH3:2].B(Br)(Br)Br. The catalyst is ClCCl. The product is [CH2:1]([O:3][C:4](=[O:17])[CH2:5][C:6]1[C:7]2[CH:14]=[CH:13][C:12]([OH:15])=[CH:11][C:8]=2[S:9][CH:10]=1)[CH3:2]. The yield is 0.930. (6) The reactants are Cl[C:2]1[N:7]=[C:6]([N:8]2[CH2:13][CH2:12][O:11][CH2:10][C@H:9]2[CH3:14])[CH:5]=[C:4]([C:15]2([S:21]([CH:24]3[CH2:26][CH2:25]3)(=[O:23])=[O:22])[CH2:20][CH2:19][O:18][CH2:17][CH2:16]2)[N:3]=1.C(=O)([O-])[O-].[Na+].[Na+].[NH:33]1[C:41]2[C:36](=[C:37](B(O)O)[CH:38]=[CH:39][CH:40]=2)[CH:35]=[CH:34]1. The catalyst is COCCOC.O.CCOC(C)=O.Cl[Pd](Cl)([P](C1C=CC=CC=1)(C1C=CC=CC=1)C1C=CC=CC=1)[P](C1C=CC=CC=1)(C1C=CC=CC=1)C1C=CC=CC=1. The product is [CH:24]1([S:21]([C:15]2([C:4]3[CH:5]=[C:6]([N:8]4[CH2:13][CH2:12][O:11][CH2:10][C@H:9]4[CH3:14])[N:7]=[C:2]([C:37]4[CH:38]=[CH:39][CH:40]=[C:41]5[C:36]=4[CH:35]=[CH:34][NH:33]5)[N:3]=3)[CH2:20][CH2:19][O:18][CH2:17][CH2:16]2)(=[O:23])=[O:22])[CH2:26][CH2:25]1. The yield is 0.390. (7) The reactants are [CH2:1]([N:8]1[CH:17]=[C:16](Br)[C:15]2[C:10](=[CH:11][CH:12]=[CH:13][CH:14]=2)[C:9]1=[O:19])[C:2]1[CH:7]=[CH:6][CH:5]=[CH:4][CH:3]=1.[CH3:20][O:21][C:22]1[CH:23]=[C:24](C2OC(C)(C)C(C)(C)O2)[CH:25]=[CH:26][C:27]=1[O:28][CH3:29].C([O-])([O-])=O.[Na+].[Na+]. The catalyst is C1C=CC([P]([Pd]([P](C2C=CC=CC=2)(C2C=CC=CC=2)C2C=CC=CC=2)([P](C2C=CC=CC=2)(C2C=CC=CC=2)C2C=CC=CC=2)[P](C2C=CC=CC=2)(C2C=CC=CC=2)C2C=CC=CC=2)(C2C=CC=CC=2)C2C=CC=CC=2)=CC=1. The product is [CH2:1]([N:8]1[CH:17]=[C:16]([C:25]2[CH:24]=[CH:23][C:22]([O:21][CH3:20])=[C:27]([O:28][CH3:29])[CH:26]=2)[C:15]2[C:10](=[CH:11][CH:12]=[CH:13][CH:14]=2)[C:9]1=[O:19])[C:2]1[CH:7]=[CH:6][CH:5]=[CH:4][CH:3]=1. The yield is 0.860. (8) The reactants are [NH2:1][C:2]1[CH:11]=[CH:10][C:5]([C:6]([O:8][CH3:9])=[O:7])=[C:4]([O:12][CH3:13])[CH:3]=1.[N:14]#[C:15][NH2:16].[N+:17]([O-:20])([OH:19])=[O:18]. The catalyst is CO. The product is [N+:17]([O-:20])([OH:19])=[O:18].[NH2:16][C:15]([NH:1][C:2]1[CH:11]=[CH:10][C:5]([C:6]([O:8][CH3:9])=[O:7])=[C:4]([O:12][CH3:13])[CH:3]=1)=[NH:14]. The yield is 0.500.